Predict the reactants needed to synthesize the given product. From a dataset of Full USPTO retrosynthesis dataset with 1.9M reactions from patents (1976-2016). (1) Given the product [CH3:1][O:2][C:3](=[O:19])[CH2:4][C:5]1[CH:10]=[CH:9][CH:8]=[C:7]([S:34]([C:31]2[CH:30]=[CH:29][C:28]([O:27][CH2:20][C:21]3[CH:22]=[CH:23][CH:24]=[CH:25][CH:26]=3)=[CH:33][CH:32]=2)(=[O:36])=[O:35])[CH:6]=1, predict the reactants needed to synthesize it. The reactants are: [CH3:1][O:2][C:3](=[O:19])[CH2:4][C:5]1[CH:10]=[CH:9][CH:8]=[C:7](OS(C(F)(F)F)(=O)=O)[CH:6]=1.[CH2:20]([O:27][C:28]1[CH:33]=[CH:32][C:31]([S:34]([O-:36])=[O:35])=[CH:30][CH:29]=1)[C:21]1[CH:26]=[CH:25][CH:24]=[CH:23][CH:22]=1.[Na+].C1(C)C=CC=CC=1.C(=O)([O-])[O-].[Cs+].[Cs+].CC1(C)C2C(=C(P(C3C=CC=CC=3)C3C=CC=CC=3)C=CC=2)OC2C(P(C3C=CC=CC=3)C3C=CC=CC=3)=CC=CC1=2. (2) Given the product [F:20][C:19]1[CH:18]=[CH:17][CH:16]=[C:15]([C:21]#[N:22])[C:14]=1[C:12]1[CH:13]=[C:8]([C:4]2[CH:3]=[C:2]([C:27]3[C:26]([F:25])=[CH:31][C:30]([F:36])=[CH:29][N:28]=3)[N:7]=[N:6][CH:5]=2)[CH:9]=[CH:10][C:11]=1[F:23], predict the reactants needed to synthesize it. The reactants are: Cl[C:2]1[N:7]=[N:6][CH:5]=[C:4]([C:8]2[CH:9]=[CH:10][C:11]([F:23])=[C:12]([C:14]3[C:15]([C:21]#[N:22])=[CH:16][CH:17]=[CH:18][C:19]=3[F:20])[CH:13]=2)[CH:3]=1.[Cl-].[F:25][C:26]1[C:27]([Zn+])=[N:28][CH:29]=[C:30]([F:36])[C:31]=1[Si](C)(C)C.